Dataset: Reaction yield outcomes from USPTO patents with 853,638 reactions. Task: Predict the reaction yield, written as a fraction of the theoretical maximum amount of product (1.0 means a 100% yield; for example, 0.34 means a 34% yield). (1) The reactants are [N+:1]([C:4]1[CH:5]=[N:6][CH:7]=[CH:8][C:9]=1[C:10]1[CH2:15][CH2:14][C:13](=[O:16])[CH2:12][CH:11]=1)([O-:3])=[O:2].[BH4-].[Na+]. The catalyst is CO. The product is [N+:1]([C:4]1[CH:5]=[N:6][CH:7]=[CH:8][C:9]=1[C:10]1[CH2:15][CH2:14][CH:13]([OH:16])[CH2:12][CH:11]=1)([O-:3])=[O:2]. The yield is 0.850. (2) The reactants are [O:1]=[C:2]1[NH:7][C:6]2[CH:8]=[C:9]([C:12]([OH:14])=O)[CH:10]=[CH:11][C:5]=2[S:4][CH2:3]1.[CH3:15][O:16][C:17]([C@H:19]1[CH2:24][CH2:23][C@H:22]([NH2:25])[CH2:21][CH2:20]1)=[O:18].ON1C2C=CC=CC=2N=N1.Cl.CN(C)CCCN=C=NCC.C(N(CC)C(C)C)(C)C. The catalyst is CN(C)C=O. The product is [CH3:15][O:16][C:17]([C@H:19]1[CH2:24][CH2:23][C@H:22]([NH:25][C:12]([C:9]2[CH:10]=[CH:11][C:5]3[S:4][CH2:3][C:2](=[O:1])[NH:7][C:6]=3[CH:8]=2)=[O:14])[CH2:21][CH2:20]1)=[O:18]. The yield is 0.660. (3) The reactants are [Li+].CC(O[Al-](OC(C)(C)C)OC(C)(C)C)(C)C.[C:18]1([C:26](OCC)=[O:27])([C:21]([O:23][CH2:24][CH3:25])=[O:22])[CH2:20][CH2:19]1. The catalyst is C1COCC1.C(Cl)Cl. The product is [CH2:24]([O:23][C:21]([C:18]1([CH2:26][OH:27])[CH2:20][CH2:19]1)=[O:22])[CH3:25]. The yield is 0.850. (4) The reactants are [F:1][C:2]1[CH:7]=[C:6]([Si:8]([CH3:11])([CH3:10])[CH3:9])[CH:5]=[CH:4][C:3]=1[NH2:12].[Li+].C[Si]([N-][Si](C)(C)C)(C)C.Cl[C:24]1[N:32]=[C:31]([Cl:33])[CH:30]=[CH:29][C:25]=1[C:26]([OH:28])=[O:27]. The catalyst is C1COCC1. The product is [Cl:33][C:31]1[CH:30]=[CH:29][C:25]([C:26]([OH:28])=[O:27])=[C:24]([NH:12][C:3]2[CH:4]=[CH:5][C:6]([Si:8]([CH3:9])([CH3:11])[CH3:10])=[CH:7][C:2]=2[F:1])[N:32]=1. The yield is 0.780. (5) The reactants are [F:1][C:2]1[CH:7]=[CH:6][CH:5]=[C:4]([F:8])[C:3]=1[N:9]1[C:14]2[N:15]=[C:16](S(C)(=O)=O)[N:17]=[C:18]([C:19]3[CH:24]=[CH:23][C:22]([F:25])=[CH:21][C:20]=3[CH3:26])[C:13]=2[CH:12]=[CH:11][C:10]1=[O:31].[NH2:32][CH2:33][CH2:34][C:35]#[N:36]. No catalyst specified. The product is [F:1][C:2]1[CH:7]=[CH:6][CH:5]=[C:4]([F:8])[C:3]=1[N:9]1[C:14]2[N:15]=[C:16]([NH:36][CH2:35][CH2:34][C:33]#[N:32])[N:17]=[C:18]([C:19]3[CH:24]=[CH:23][C:22]([F:25])=[CH:21][C:20]=3[CH3:26])[C:13]=2[CH:12]=[CH:11][C:10]1=[O:31]. The yield is 0.550. (6) The reactants are [NH2:1][C:2]([C:4]1[CH:5]=[N:6][C:7]2[C:12]([C:13]=1[NH:14][C:15]1[CH:16]=[C:17]([C:25]([O:27]C)=[O:26])[CH:18]=[C:19]([C:21]([O:23]C)=[O:22])[CH:20]=1)=[CH:11][CH:10]=[C:9]([C:29]1[C:30]([O:37][CH3:38])=[N:31][C:32]([O:35][CH3:36])=[CH:33][CH:34]=1)[CH:8]=2)=[O:3].[OH-].[Na+]. The catalyst is C(O)C. The product is [NH2:1][C:2]([C:4]1[CH:5]=[N:6][C:7]2[C:12]([C:13]=1[NH:14][C:15]1[CH:20]=[C:19]([C:21]([OH:23])=[O:22])[CH:18]=[C:17]([C:25]([OH:27])=[O:26])[CH:16]=1)=[CH:11][CH:10]=[C:9]([C:29]1[C:30]([O:37][CH3:38])=[N:31][C:32]([O:35][CH3:36])=[CH:33][CH:34]=1)[CH:8]=2)=[O:3]. The yield is 0.170. (7) The product is [Cl:1][C:2]1[C:3]2[CH2:19][CH2:18][C:17](=[O:20])[NH:16][C:4]=2[N:5]=[C:6]([CH:8]=[O:21])[N:7]=1. The yield is 0.440. The reactants are [Cl:1][C:2]1[C:3]2[CH2:19][CH2:18][C:17](=[O:20])[NH:16][C:4]=2[N:5]=[C:6](/[CH:8]=C/C2C=CC=CC=2)[N:7]=1.[O:21]1CCOCC1.O. The catalyst is O=[Os](=O)(=O)=O. (8) The reactants are Cl.N([C:4]1[C:13]2[C:8](=[CH:9][CH:10]=[CH:11][CH:12]=2)C=NN=1)N.[CH3:14][C:15](=[O:18])CC. The yield is 0.780. The product is [CH2:15]([OH:18])[CH3:14].[CH3:4][CH2:13][CH2:8][CH2:9][CH2:10][CH2:11][CH3:12]. The catalyst is CO.O.